From a dataset of HIV replication inhibition screening data with 41,000+ compounds from the AIDS Antiviral Screen. Binary Classification. Given a drug SMILES string, predict its activity (active/inactive) in a high-throughput screening assay against a specified biological target. (1) The drug is CN(C(=O)C1=CCC2(CC1)OCCO2)c1ccccc1I. The result is 0 (inactive). (2) The molecule is Cc1ccc(C(=CC(=O)C(=O)NC23CC4CC(CC(C4)C2)C3)Sc2ccccc2)cc1. The result is 0 (inactive). (3) The result is 0 (inactive). The molecule is CC1Oc2c3c(c4c(c2C(=O)C1C)OCC=C4)OCC=C3. (4) The molecule is Cn1c(-c2csc(-c3ccc(Cl)cc3)n2)n[nH]c1=S. The result is 0 (inactive). (5) The drug is C1=C(c2ccccc2)C(OC2Oc3ccccc3C=C2c2ccccc2)Oc2ccccc21. The result is 0 (inactive). (6) The result is 0 (inactive). The compound is Cc1ccc(S(=O)(=O)C(C#N)=CNC(=S)NN=C2C(=O)Nc3ccccc32)cc1.